This data is from Reaction yield outcomes from USPTO patents with 853,638 reactions. The task is: Predict the reaction yield, written as a fraction of the theoretical maximum amount of product (1.0 means a 100% yield; for example, 0.34 means a 34% yield). (1) The reactants are [CH3:1][O:2][C:3](=[O:24])[CH:4]([N:6]1[CH:11]=[CH:10][CH:9]=[C:8]([NH:12]C(OCC2C=CC=CC=2)=O)[C:7]1=[O:23])[CH3:5]. The catalyst is [Pd].CO. The product is [NH2:12][C:8]1[C:7](=[O:23])[N:6]([CH:4]([CH3:5])[C:3]([O:2][CH3:1])=[O:24])[CH:11]=[CH:10][CH:9]=1. The yield is 1.00. (2) The reactants are [CH3:1][CH2:2][C@H:3]1[O:18][C:16](=[O:17])[C@H:15]([CH3:19])[C@@H:14]([O:20][C@@H:21]2[O:26][C@@H:25]([CH3:27])[C@H:24]([OH:28])[C@@:23]([O:30][CH3:31])([CH3:29])[CH2:22]2)[C@H:13]([CH3:32])[C@@H:12]([O:33][C@@H:34]2[O:39][C@H:38]([CH3:40])[CH2:37][C@H:36]([N:41]([CH3:43])[CH3:42])[C@H:35]2[OH:44])[C@@:11]([OH:46])([CH3:45])[CH2:10][C@@H:9]([CH3:47])[CH2:8][N:7]([CH3:48])[C@H:6]([CH3:49])[C@@H:5]([OH:50])[C@@:4]1([OH:52])[CH3:51].[C:53]([OH:61])(=[O:60])[C@@H:54]([CH2:56][C:57]([OH:59])=[O:58])[OH:55]. The catalyst is CC(O)C. The product is [CH3:1][CH2:2][C@H:3]1[O:18][C:16](=[O:17])[C@H:15]([CH3:19])[C@@H:14]([O:20][C@@H:21]2[O:26][C@@H:25]([CH3:27])[C@H:24]([OH:28])[C@@:23]([O:30][CH3:31])([CH3:29])[CH2:22]2)[C@H:13]([CH3:32])[C@@H:12]([O:33][C@@H:34]2[O:39][C@H:38]([CH3:40])[CH2:37][C@H:36]([N:41]([CH3:43])[CH3:42])[C@H:35]2[OH:44])[C@@:11]([OH:46])([CH3:45])[CH2:10][C@@H:9]([CH3:47])[CH2:8][N:7]([CH3:48])[C@H:6]([CH3:49])[C@@H:5]([OH:50])[C@@:4]1([OH:52])[CH3:51].[C:53]([O-:61])(=[O:60])[C@@H:54]([CH2:56][C:57]([O-:59])=[O:58])[OH:55]. The yield is 0.790. (3) The reactants are [OH-].[Na+].[N+:3]([CH3:6])([O-:5])=[O:4].O1CCCCC1OCCO[C:17]1[C:18]([B:25]2[O:29][C:28](C)(C)[C:27]([CH3:33])(C)[O:26]2)=[C:19](C=[CH:23][CH:24]=1)[CH:20]=[O:21].Cl. The catalyst is O.CCOC(C)=O. The product is [N+:3]([CH2:6][CH:27]1[O:26][B:25]2[O:29][CH2:28][C:19]3[CH2:20][O:21][CH:23]=[CH:24][C:17]([C:18]=32)=[CH:33]1)([O-:5])=[O:4]. The yield is 0.511. (4) The product is [OH:10][N:9]=[C:1]([NH2:8])[C:2]1[CH:7]=[CH:6][CH:5]=[CH:4][CH:3]=1. The catalyst is CCO. The reactants are [C:1](#[N:8])[C:2]1[CH:7]=[CH:6][CH:5]=[CH:4][CH:3]=1.[NH2:9][OH:10]. The yield is 1.00.